From a dataset of Full USPTO retrosynthesis dataset with 1.9M reactions from patents (1976-2016). Predict the reactants needed to synthesize the given product. (1) Given the product [CH:42]([O:45][C:3](=[O:14])[C:4]1[CH:9]=[CH:8][C:7]([O:18][CH:15]([CH3:17])[CH3:16])=[C:6]([N+:11]([O-:13])=[O:12])[CH:5]=1)([CH3:44])[CH3:43], predict the reactants needed to synthesize it. The reactants are: CO[C:3](=[O:14])[C:4]1[CH:9]=[CH:8][C:7](F)=[C:6]([N+:11]([O-:13])=[O:12])[CH:5]=1.[CH:15]([O:18]C1C=CC(S(C)(=O)=O)=CC=1N=C=S)([CH3:17])[CH3:16].C[Si]([N-][Si](C)(C)C)(C)C.[K+].[CH:42]([OH:45])([CH3:44])[CH3:43]. (2) Given the product [CH:24]([N:21]1[CH2:22][CH2:23][N:18]([C:15]2[CH:16]=[CH:17][C:12]([NH:11][C:5]3[C:6]4[N:7]([CH:8]=[CH:9][N:10]=4)[C:2]([C:49]4[CH:41]=[C:42]5[C:46](=[CH:47][CH:48]=4)[C:45](=[O:50])[NH:44][CH2:43]5)=[CH:3][CH:4]=3)=[CH:13][CH:14]=2)[CH2:19][CH2:20]1)([CH3:26])[CH3:25], predict the reactants needed to synthesize it. The reactants are: Cl[C:2]1[N:7]2[CH:8]=[CH:9][N:10]=[C:6]2[C:5]([NH:11][C:12]2[CH:17]=[CH:16][C:15]([N:18]3[CH2:23][CH2:22][N:21]([CH:24]([CH3:26])[CH3:25])[CH2:20][CH2:19]3)=[CH:14][CH:13]=2)=[CH:4][CH:3]=1.C(=O)([O-])[O-].[K+].[K+].CC1(C)C(C)(C)OB([C:41]2[CH:49]=[CH:48][CH:47]=[C:46]3[C:42]=2[CH2:43][NH:44][C:45]3=[O:50])O1. (3) Given the product [CH3:1][O:2][C:3]1[CH:4]=[C:5]2[C:9](=[CH:10][C:11]=1[O:12][CH3:13])[N:8]([CH2:14][CH2:15][N:16]1[CH2:17][CH2:18][N:19]([CH3:22])[CH2:20][CH2:21]1)[CH:7]=[C:6]2[C:23]1[NH:32][C:26]2=[N:27][CH:28]=[C:29]([F:31])[CH:30]=[C:25]2[CH:24]=1, predict the reactants needed to synthesize it. The reactants are: [CH3:1][O:2][C:3]1[CH:4]=[C:5]2[C:9](=[CH:10][C:11]=1[O:12][CH3:13])[N:8]([CH2:14][CH2:15][N:16]1[CH2:21][CH2:20][N:19]([CH3:22])[CH2:18][CH2:17]1)[CH:7]=[C:6]2[C:23]1[N:32](S(C2C=CC(C)=CC=2)(=O)=O)[C:26]2=[N:27][CH:28]=[C:29]([F:31])[CH:30]=[C:25]2[CH:24]=1.[OH-].[K+].ClCCl.CO. (4) Given the product [C:1]([C:4]1[C:12]2[C:7](=[CH:8][C:9]([C:13]([O:15][CH3:25])=[O:14])=[CH:10][CH:11]=2)[N:6]([CH2:17][C:18]([O:20][C:21]([CH3:24])([CH3:23])[CH3:22])=[O:19])[CH:5]=1)(=[O:3])[CH3:2], predict the reactants needed to synthesize it. The reactants are: [C:1]([C:4]1[C:12]2[C:7](=[CH:8][C:9]([C:13]([O-:15])=[O:14])=[CH:10][CH:11]=2)[NH:6][CH:5]=1)(=[O:3])[CH3:2].Br[CH2:17][C:18]([O:20][C:21]([CH3:24])([CH3:23])[CH3:22])=[O:19].[C:25]([O-])([O-])=O.[K+].[K+]. (5) The reactants are: [C:1]([C:5]1[CH:10]=[CH:9][C:8]([NH2:11])=[CH:7][CH:6]=1)([CH3:4])([CH3:3])[CH3:2].C(OC([NH:19][CH2:20][C:21]1[CH:26]=[CH:25][C:24]([CH2:27][C@H:28]([NH:32]C(OCC2C3C=CC=CC=3C3C2=CC=CC=3)=O)[C:29](O)=[O:30])=[CH:23][CH:22]=1)=O)(C)(C)C.[C:50]1([CH:56]([C:60]2[CH:65]=[CH:64][CH:63]=[CH:62][CH:61]=2)[N:57]=[C:58]=[O:59])[CH:55]=[CH:54][CH:53]=[CH:52][CH:51]=1. Given the product [NH2:19][CH2:20][C:21]1[CH:26]=[CH:25][C:24]([CH2:27][C@H:28]([NH:32][C:58]([NH:57][CH:56]([C:60]2[CH:65]=[CH:64][CH:63]=[CH:62][CH:61]=2)[C:50]2[CH:51]=[CH:52][CH:53]=[CH:54][CH:55]=2)=[O:59])[C:29]([NH:11][C:8]2[CH:7]=[CH:6][C:5]([C:1]([CH3:4])([CH3:2])[CH3:3])=[CH:10][CH:9]=2)=[O:30])=[CH:23][CH:22]=1, predict the reactants needed to synthesize it. (6) Given the product [CH3:14][C:15]1[CH:23]=[C:22]2[C:18]([CH:19]=[N:20][NH:21]2)=[CH:17][C:16]=1[NH:24][C:2]1[C:3]2[C:10]([C:11]([OH:13])=[O:12])=[CH:9][NH:8][C:4]=2[N:5]=[CH:6][N:7]=1, predict the reactants needed to synthesize it. The reactants are: Cl[C:2]1[C:3]2[C:10]([C:11]([OH:13])=[O:12])=[CH:9][NH:8][C:4]=2[N:5]=[CH:6][N:7]=1.[CH3:14][C:15]1[CH:23]=[C:22]2[C:18]([CH:19]=[N:20][NH:21]2)=[CH:17][C:16]=1[NH2:24]. (7) Given the product [F:1][C:2]1[CH:14]=[CH:13][C:5]([O:6][CH2:7][CH:8]([NH2:17])[CH2:9][O:10][CH3:11])=[CH:4][CH:3]=1, predict the reactants needed to synthesize it. The reactants are: [F:1][C:2]1[CH:14]=[CH:13][C:5]([O:6][CH2:7][C:8](=O)[CH2:9][O:10][CH3:11])=[CH:4][CH:3]=1.[BH4-].[Na+].[NH3:17]. (8) Given the product [C:36]1([CH:29]([C:30]2[CH:35]=[CH:34][CH:33]=[CH:32][CH:31]=2)[CH2:28][NH:27][C:23]2[N:22]=[C:21]([N:42]3[CH2:46][CH2:45][C@@H:44]([NH:47][C:48]([NH:50][C:51]4[CH:52]=[N:53][CH:54]=[CH:55][CH:56]=4)=[O:49])[CH2:43]3)[N:20]=[C:19]3[C:24]=2[N:25]=[CH:26][N:18]3[C@@H:16]2[CH2:17][C@H:13]([NH:12][C:10](=[O:11])[CH2:81][CH2:82][OH:84])[C@@H:14]([OH:58])[C@H:15]2[OH:57])[CH:41]=[CH:40][CH:39]=[CH:38][CH:37]=1, predict the reactants needed to synthesize it. The reactants are: C(O[C@H](C)[C:10]([NH:12][C@H:13]1[CH2:17][C@@H:16]([N:18]2[CH:26]=[N:25][C:24]3[C:19]2=[N:20][C:21]([N:42]2[CH2:46][CH2:45][C@@H:44]([NH:47][C:48]([NH:50][C:51]4[CH:52]=[N:53][CH:54]=[CH:55][CH:56]=4)=[O:49])[CH2:43]2)=[N:22][C:23]=3[NH:27][CH2:28][CH:29]([C:36]2[CH:41]=[CH:40][CH:39]=[CH:38][CH:37]=2)[C:30]2[CH:35]=[CH:34][CH:33]=[CH:32][CH:31]=2)[C@H:15]([OH:57])[C@@H:14]1[OH:58])=[O:11])C1C=CC=CC=1.N[C@@H]1CCN(C2N=C3C(N=CN3[C@@H]3C[C@H](N[C:81](=O)[C@H:82]([O:84]CC4C=CC=CC=4)C)[C@@H](O)[C@H]3O)=C(NCC(C3C=CC=CC=3)C3C=CC=CC=3)N=2)C1. (9) Given the product [F:28][C:2]([F:1])([C:18]1[CH:23]=[CH:22][C:21]([C:24]([F:25])([F:26])[F:27])=[CH:20][N:19]=1)[CH2:3][N:4]1[CH2:5][CH2:6][CH:7]([NH2:10])[CH2:8][CH2:9]1, predict the reactants needed to synthesize it. The reactants are: [F:1][C:2]([F:28])([C:18]1[CH:23]=[CH:22][C:21]([C:24]([F:27])([F:26])[F:25])=[CH:20][N:19]=1)[CH2:3][N:4]1[CH2:9][CH2:8][CH:7]([NH:10]C(=O)OC(C)(C)C)[CH2:6][CH2:5]1.C(O)(C(F)(F)F)=O. (10) Given the product [C:17]1([C:13]2[N:14]=[N:15][S:16][C:12]=2[S:32][CH2:28][C:29]([O:31][CH3:34])=[O:30])[C:26]2[C:21](=[CH:22][CH:23]=[CH:24][CH:25]=2)[CH:20]=[CH:19][CH:18]=1, predict the reactants needed to synthesize it. The reactants are: [OH-].[Na+].N1([C:12]2[S:16][N:15]=[N:14][C:13]=2[C:17]2[C:26]3[C:21](=[CH:22][CH:23]=[CH:24][CH:25]=3)[CH:20]=[CH:19][CH:18]=2)C2C=CC=CC=2N=N1.C[CH:28]([SH:32])[C:29]([O-:31])=[O:30].Cl.[CH3:34]N(C=O)C.